This data is from Full USPTO retrosynthesis dataset with 1.9M reactions from patents (1976-2016). The task is: Predict the reactants needed to synthesize the given product. (1) Given the product [CH:18]1([N:12]2[CH2:13][CH2:14][CH:9]([N:7]3[CH:8]=[C:4]([N+:1]([O-:3])=[O:2])[CH:5]=[N:6]3)[CH2:10][CH2:11]2)[CH2:20][CH2:19]1, predict the reactants needed to synthesize it. The reactants are: [N+:1]([C:4]1[CH:5]=[N:6][N:7]([CH:9]2[CH2:14][CH2:13][NH:12][CH2:11][CH2:10]2)[CH:8]=1)([O-:3])=[O:2].C(O[C:18]1(O[Si](C)(C)C)[CH2:20][CH2:19]1)C.C(O)(=O)C.C([BH3-])#N.[Na+]. (2) The reactants are: [S:1]1[CH:5]=[CH:4][C:3]([CH2:6][C:7](=[O:12])[CH2:8][CH2:9][CH2:10][CH3:11])=[CH:2]1.N1CCCC[CH2:14]1.C=O. Given the product [S:1]1[CH:5]=[CH:4][C:3]([C:6]([C:7](=[O:12])[CH2:8][CH2:9][CH2:10][CH3:11])=[CH2:14])=[CH:2]1, predict the reactants needed to synthesize it.